From a dataset of Catalyst prediction with 721,799 reactions and 888 catalyst types from USPTO. Predict which catalyst facilitates the given reaction. (1) Reactant: [CH3:1][C:2]1([CH3:14])[C:6]([CH3:8])([CH3:7])[O:5][B:4]([C:9]2[CH:10]=[N:11][NH:12][CH:13]=2)[O:3]1.[C:15]([CH:17]=[C:18]1[CH2:23][CH2:22][N:21]([C:24]([O:26][C:27]([CH3:30])([CH3:29])[CH3:28])=[O:25])[CH2:20][CH2:19]1)#[N:16].N12CCCN=C1CCCCC2. Product: [C:15]([CH2:17][C:18]1([N:12]2[CH:13]=[C:9]([B:4]3[O:5][C:6]([CH3:7])([CH3:8])[C:2]([CH3:14])([CH3:1])[O:3]3)[CH:10]=[N:11]2)[CH2:19][CH2:20][N:21]([C:24]([O:26][C:27]([CH3:30])([CH3:29])[CH3:28])=[O:25])[CH2:22][CH2:23]1)#[N:16]. The catalyst class is: 10. (2) Reactant: [CH2:1]([O:8][C:9]([N:11]1[CH2:16][CH2:15][N:14]([C:17]([C:19]([NH:22][C:23]([CH2:25]/[CH:26]=[CH:27]/[C:28]2[CH:33]=[CH:32][C:31]([C:34]#[C:35][C:36]3[CH:44]=[CH:43][CH:42]=[C:41]4[C:37]=3[C:38]([O:45][C@@H:46]3[O:72][C@H:71]([CH2:73][O:74][C:75](=[O:80])[C:76]([CH3:79])([CH3:78])[CH3:77])[C@@H:63]([O:64][C:65](=[O:70])[C:66]([CH3:69])([CH3:68])[CH3:67])[C@H:55]([O:56][C:57](=[O:62])[C:58]([CH3:61])([CH3:60])[CH3:59])[C@H:47]3[O:48][C:49](=[O:54])[C:50]([CH3:53])([CH3:52])[CH3:51])=[N:39][NH:40]4)=[CH:30][CH:29]=2)=[O:24])([CH3:21])[CH3:20])=[O:18])[CH2:13][CH2:12]1)=[O:10])[C:2]1[CH:7]=[CH:6][CH:5]=[CH:4][CH:3]=1.Br[CH2:82][C:83]([NH2:85])=[O:84].C(=O)([O-])[O-].[Cs+].[Cs+].[I-].[Na+]. Product: [CH2:1]([O:8][C:9]([N:11]1[CH2:16][CH2:15][N:14]([C:17]([C:19]([NH:22][C:23]([CH2:25]/[CH:26]=[CH:27]/[C:28]2[CH:29]=[CH:30][C:31]([C:34]#[C:35][C:36]3[CH:44]=[CH:43][CH:42]=[C:41]4[C:37]=3[C:38]([O:45][C@@H:46]3[O:72][C@H:71]([CH2:73][O:74][C:75](=[O:80])[C:76]([CH3:79])([CH3:78])[CH3:77])[C@@H:63]([O:64][C:65](=[O:70])[C:66]([CH3:69])([CH3:68])[CH3:67])[C@H:55]([O:56][C:57](=[O:62])[C:58]([CH3:59])([CH3:60])[CH3:61])[C@H:47]3[O:48][C:49](=[O:54])[C:50]([CH3:53])([CH3:52])[CH3:51])=[N:39][N:40]4[CH2:82][C:83](=[O:84])[NH2:85])=[CH:32][CH:33]=2)=[O:24])([CH3:20])[CH3:21])=[O:18])[CH2:13][CH2:12]1)=[O:10])[C:2]1[CH:3]=[CH:4][CH:5]=[CH:6][CH:7]=1. The catalyst class is: 883. (3) Reactant: N#N.[CH3:3][O:4][C:5]1[CH:10]=[CH:9][C:8]([CH2:11][CH:12]([NH:22]C(=O)OCC2C=CC=CC=2)[C:13]2[NH:14][C:15]3[C:20]([N:21]=2)=[CH:19][N:18]=[CH:17][N:16]=3)=[CH:7][CH:6]=1. Product: [CH3:3][O:4][C:5]1[CH:10]=[CH:9][C:8]([CH2:11][CH:12]([C:13]2[NH:14][C:15]3[C:20]([N:21]=2)=[CH:19][N:18]=[CH:17][N:16]=3)[NH2:22])=[CH:7][CH:6]=1. The catalyst class is: 123.